This data is from Reaction yield outcomes from USPTO patents with 853,638 reactions. The task is: Predict the reaction yield, written as a fraction of the theoretical maximum amount of product (1.0 means a 100% yield; for example, 0.34 means a 34% yield). (1) The reactants are [CH3:1][C:2]1[C:6]2[C:7](=[O:20])[N:8]([CH2:12][CH2:13][N:14]3[CH2:19][CH2:18][O:17][CH2:16][CH2:15]3)[CH2:9][CH2:10][CH2:11][C:5]=2[NH:4][C:3]=1[CH:21]=O.[F:23][C:24]1[CH:25]=[C:26]2[C:30](=[CH:31][C:32]=1[NH:33][CH2:34][C:35]1[CH:40]=[CH:39][C:38]([F:41])=[CH:37][CH:36]=1)[NH:29][C:28](=[O:42])[CH2:27]2. No catalyst specified. The product is [F:23][C:24]1[CH:25]=[C:26]2[C:30](=[CH:31][C:32]=1[NH:33][CH2:34][C:35]1[CH:40]=[CH:39][C:38]([F:41])=[CH:37][CH:36]=1)[NH:29][C:28](=[O:42])/[C:27]/2=[CH:21]\[C:3]1[NH:4][C:5]2[CH2:11][CH2:10][CH2:9][N:8]([CH2:12][CH2:13][N:14]3[CH2:15][CH2:16][O:17][CH2:18][CH2:19]3)[C:7](=[O:20])[C:6]=2[C:2]=1[CH3:1]. The yield is 0.690. (2) The reactants are [C:1]1([S:7]([N:10]2[CH2:14][CH2:13][CH2:12][CH2:11]2)(=[O:9])=[O:8])[CH:6]=[CH:5][CH:4]=[CH:3][CH:2]=1.CCCCCC.[Li]CCCC.N1(C=O)CC[O:29][CH2:28]C1. The catalyst is C1COCC1. The product is [N:10]1([S:7]([C:1]2[CH:2]=[CH:3][CH:4]=[CH:5][C:6]=2[CH:28]=[O:29])(=[O:9])=[O:8])[CH2:11][CH2:12][CH2:13][CH2:14]1. The yield is 0.590. (3) The reactants are [Cl:1][C:2]1[C:3]([CH:8]([CH3:11])[C:9]#N)=[N:4][CH:5]=[CH:6][CH:7]=1.S(=O)(=O)(O)O.C(=O)(O)[O-:18].[Na+].[CH2:22]([OH:24])[CH3:23]. No catalyst specified. The product is [Cl:1][C:2]1[C:3]([CH:8]([CH3:11])[C:9]([O:24][CH2:22][CH3:23])=[O:18])=[N:4][CH:5]=[CH:6][CH:7]=1. The yield is 0.910.